This data is from Full USPTO retrosynthesis dataset with 1.9M reactions from patents (1976-2016). The task is: Predict the reactants needed to synthesize the given product. (1) Given the product [NH2:8][C@H:12]([CH2:13][O:14][C:15]1[CH:20]=[CH:19][CH:18]=[CH:17][CH:16]=1)[CH2:11][OH:10], predict the reactants needed to synthesize it. The reactants are: C(OC([N:8]1[C@H:12]([CH2:13][O:14][C:15]2[CH:20]=[CH:19][CH:18]=[CH:17][CH:16]=2)[CH2:11][O:10]C1(C)C)=O)(C)(C)C.Cl. (2) Given the product [OH:3][CH:2]([CH3:1])[CH2:4][CH2:5][CH2:6][CH2:7][N:8]1[C:9](=[O:10])[C:11]2[N:15]([CH3:16])[CH:14]=[N:13][C:12]=2[N:17]([CH3:20])[C:18]1=[O:19], predict the reactants needed to synthesize it. The reactants are: [CH3:1][C:2]([CH2:4][CH2:5][CH2:6][CH2:7][N:8]1[C:18](=[O:19])[N:17]([CH3:20])[C:12]2[N:13]=[CH:14][N:15]([CH3:16])[C:11]=2[C:9]1=[O:10])=[O:3].C(Cl)Cl.[BH4-].[Na+]. (3) Given the product [CH2:1]([O:3][C:4]([C:6]1([NH:11][C:12]([CH:14]2[CH2:18][CH:17]([O:19][Si:29]([C:26]([CH3:28])([CH3:27])[CH3:25])([CH3:31])[CH3:30])[CH2:16][NH:15]2)=[O:13])[CH2:8][CH:7]1[CH:9]=[CH2:10])=[O:5])[CH3:2], predict the reactants needed to synthesize it. The reactants are: [CH2:1]([O:3][C:4]([C:6]1([NH:11][C:12]([CH:14]2[CH2:18][CH:17]([OH:19])[CH2:16][NH:15]2)=[O:13])[CH2:8][CH:7]1[CH:9]=[CH2:10])=[O:5])[CH3:2].N1C=CN=C1.[CH3:25][C:26]([Si:29](Cl)([CH3:31])[CH3:30])([CH3:28])[CH3:27]. (4) Given the product [CH3:1][CH2:2][CH2:3][CH2:4][C:5]1[N:9]([CH2:10][C:11]2[CH:16]=[CH:15][C:14]([C:17]3[CH:18]=[CH:19][CH:20]=[CH:21][C:22]=3[C:23]3[N:27]=[N:26][NH:25][N:24]=3)=[CH:13][CH:12]=2)[C:8]([CH2:28][OH:29])=[C:7]([Cl:30])[N:6]=1.[Ca:32], predict the reactants needed to synthesize it. The reactants are: [CH3:1][CH2:2][CH2:3][CH2:4][C:5]1[N:9]([CH2:10][C:11]2[CH:12]=[CH:13][C:14]([C:17]3[CH:18]=[CH:19][CH:20]=[CH:21][C:22]=3[C:23]3[N:27]=[N:26][NH:25][N:24]=3)=[CH:15][CH:16]=2)[C:8]([CH2:28][OH:29])=[C:7]([Cl:30])[N:6]=1.[OH-].[Ca+2:32].[OH-].CCCCCCC. (5) Given the product [C:1]([O:5][CH:6]([C:12]1[C:16]([C:17]2[CH2:22][CH2:21][C:20]([CH3:24])([CH3:23])[CH2:19][CH:18]=2)=[C:15]([C:36]2[CH:41]=[CH:40][CH:39]=[CH:38][N:37]=2)[S:14][C:13]=1[CH3:34])[C:7]([O:9][CH2:10][CH3:11])=[O:8])([CH3:4])([CH3:2])[CH3:3], predict the reactants needed to synthesize it. The reactants are: [C:1]([O:5][CH:6]([C:12]1[C:16]([C:17]2[CH2:22][CH2:21][C:20]([CH3:24])([CH3:23])[CH2:19][CH:18]=2)=[C:15](B2OC(C)(C)C(C)(C)O2)[S:14][C:13]=1[CH3:34])[C:7]([O:9][CH2:10][CH3:11])=[O:8])([CH3:4])([CH3:3])[CH3:2].Br[C:36]1[CH:41]=[CH:40][CH:39]=[CH:38][N:37]=1.C(=O)([O-])[O-].[K+].[K+]. (6) Given the product [C:3]([NH:8][CH:9]([CH2:14][C:15]1[CH:16]=[CH:17][C:18]([O:21][CH2:22][CH2:23][N:24]2[C:28]3[CH:29]=[CH:30][C:31]([C:33](=[O:40])[C:34]4[CH:35]=[CH:36][CH:37]=[CH:38][CH:39]=4)=[CH:32][C:27]=3[S:26][C:25]2=[O:41])=[CH:19][CH:20]=1)[C:10]([O:12][CH3:13])=[O:11])(=[O:4])[CH3:2], predict the reactants needed to synthesize it. The reactants are: F[C:2](F)(F)[C:3](O)=[O:4].[NH2:8][CH:9]([CH2:14][C:15]1[CH:20]=[CH:19][C:18]([O:21][CH2:22][CH2:23][N:24]2[C:28]3[CH:29]=[CH:30][C:31]([C:33](=[O:40])[C:34]4[CH:39]=[CH:38][CH:37]=[CH:36][CH:35]=4)=[CH:32][C:27]=3[S:26][C:25]2=[O:41])=[CH:17][CH:16]=1)[C:10]([O:12][CH3:13])=[O:11].C(N(CC)CC)C.C(Cl)(=O)C. (7) Given the product [F:23][C:24]1[CH:25]=[CH:26][C:27]([S:30]([CH2:33][C:34]2[N:37]=[C:11]([CH2:10][N:9]([CH2:14][C:15]([F:16])([F:17])[F:18])[C:6]3[CH:7]=[CH:8][C:3]([C:1]#[N:2])=[C:4]([C:19]([F:20])([F:21])[F:22])[CH:5]=3)[O:36][N:35]=2)(=[O:31])=[O:32])=[CH:28][CH:29]=1, predict the reactants needed to synthesize it. The reactants are: [C:1]([C:3]1[CH:8]=[CH:7][C:6]([N:9]([CH2:14][C:15]([F:18])([F:17])[F:16])[CH2:10][C:11](O)=O)=[CH:5][C:4]=1[C:19]([F:22])([F:21])[F:20])#[N:2].[F:23][C:24]1[CH:29]=[CH:28][C:27]([S:30]([CH2:33][C:34](=[NH:37])[NH:35][OH:36])(=[O:32])=[O:31])=[CH:26][CH:25]=1. (8) Given the product [CH2:32]([O:35][C:36]1[CH:50]=[CH:49][C:39]([O:40][C:41]2[CH:48]=[CH:47][C:44]([CH2:45][NH:46][C:4](=[O:6])[C:3]3[CH:7]=[CH:8][CH:9]=[N:10][C:2]=3[NH2:1])=[CH:43][CH:42]=2)=[CH:38][CH:37]=1)[CH2:33][CH3:34], predict the reactants needed to synthesize it. The reactants are: [NH2:1][C:2]1[N:10]=[CH:9][CH:8]=[CH:7][C:3]=1[C:4]([OH:6])=O.ON1C2C=CC=CC=2N=N1.CCN=C=NCCCN(C)C.[CH2:32]([O:35][C:36]1[CH:50]=[CH:49][C:39]([O:40][C:41]2[CH:48]=[CH:47][C:44]([CH2:45][NH2:46])=[CH:43][CH:42]=2)=[CH:38][CH:37]=1)[CH2:33][CH3:34].C(=O)(O)[O-].[Na+]. (9) Given the product [OH:6][NH:5][C:3](=[O:4])[C@:2]([CH3:1])([S:26]([CH3:29])(=[O:28])=[O:27])[CH2:13][CH2:14][N:15]1[CH:19]=[C:18]([C:20]2[CH:25]=[N:24][CH:23]=[CH:22][N:21]=2)[CH:17]=[N:16]1, predict the reactants needed to synthesize it. The reactants are: [CH3:1][C@@:2]([S:26]([CH3:29])(=[O:28])=[O:27])([CH2:13][CH2:14][N:15]1[CH:19]=[C:18]([C:20]2[CH:25]=[N:24][CH:23]=[CH:22][N:21]=2)[CH:17]=[N:16]1)[C:3]([NH:5][O:6]C1CCCCO1)=[O:4].Cl. (10) The reactants are: [CH3:1][O:2][C:3]1[CH:8]=[CH:7][C:6]([N:9]2[C:14](=O)[CH2:13][C:12]([CH3:17])([CH3:16])[CH2:11][C:10]2=[O:18])=[CH:5][CH:4]=1.[H-].[Al+3].[Li+].[H-].[H-].[H-]. Given the product [CH3:1][O:2][C:3]1[CH:4]=[CH:5][C:6]([N:9]2[CH:14]=[CH:13][C:12]([CH3:16])([CH3:17])[CH2:11][C:10]2=[O:18])=[CH:7][CH:8]=1, predict the reactants needed to synthesize it.